This data is from Forward reaction prediction with 1.9M reactions from USPTO patents (1976-2016). The task is: Predict the product of the given reaction. (1) Given the reactants [CH3:1][C:2]1([CH3:10])[O:9][C:7](=[O:8])[CH2:6][C:4](=[O:5])[O:3]1.[H-].[Na+].Br[CH2:14][C:15]([C:17]1[CH:22]=[CH:21][C:20]([Br:23])=[CH:19][CH:18]=1)=[O:16].Cl, predict the reaction product. The product is: [Br:23][C:20]1[CH:21]=[CH:22][C:17]([C:15](=[O:16])[CH2:14][CH:6]2[C:7](=[O:8])[O:9][C:2]([CH3:10])([CH3:1])[O:3][C:4]2=[O:5])=[CH:18][CH:19]=1. (2) Given the reactants [Cl:1][C:2]1[C:3]([F:33])=[C:4]([CH:30]=[CH:31][CH:32]=1)[CH2:5][C:6]1[CH:7]=[C:8]2[C:13](=[N:14][C:15]=1F)[N:12]([C@@H:17]([C:20]([CH3:23])([CH3:22])[CH3:21])[CH2:18][OH:19])[CH:11]=[C:10]([C:24]([O:26]CC)=[O:25])[C:9]2=[O:29].[OH-:34].[Na+], predict the reaction product. The product is: [Cl:1][C:2]1[C:3]([F:33])=[C:4]([CH:30]=[CH:31][CH:32]=1)[CH2:5][C:6]1[CH:7]=[C:8]2[C:13](=[N:14][C:15]=1[OH:34])[N:12]([C@@H:17]([C:20]([CH3:23])([CH3:22])[CH3:21])[CH2:18][OH:19])[CH:11]=[C:10]([C:24]([OH:26])=[O:25])[C:9]2=[O:29].